Task: Predict the product of the given reaction.. Dataset: Forward reaction prediction with 1.9M reactions from USPTO patents (1976-2016) (1) Given the reactants C([N:20]1[CH:28]=[N:27][C:26]2[C:21]1=[N:22][CH:23]=[N:24][C:25]=2[NH:29]C(=O)OC(C)(C)C)(C1C=CC=CC=1)(C1C=CC=CC=1)C1C=CC=CC=1.[H-].[Na+].Br[CH2:40][C:41]1[O:42][C:43](=[O:58])[C:44]2[C:49]([C:50]=1[C:51]1[CH:56]=[CH:55][CH:54]=[C:53]([F:57])[CH:52]=1)=[CH:48][CH:47]=[CH:46][CH:45]=2.C(O)(C(F)(F)F)=O, predict the reaction product. The product is: [N:24]1[C:25]([NH:29][CH2:40][C:41]2[O:42][C:43](=[O:58])[C:44]3[C:49]([C:50]=2[C:51]2[CH:56]=[CH:55][CH:54]=[C:53]([F:57])[CH:52]=2)=[CH:48][CH:47]=[CH:46][CH:45]=3)=[C:26]2[C:21]([NH:20][CH:28]=[N:27]2)=[N:22][CH:23]=1. (2) Given the reactants [Br:1][C:2]1[CH:3]=[N:4][C:5]2[N:6]([N:8]=[C:9]([C:11]([OH:13])=O)[CH:10]=2)[CH:7]=1.[Cl:14][C:15]1[CH:16]=[C:17]([C:21]2[CH2:22][CH2:23][NH:24][CH2:25][CH:26]=2)[CH:18]=[CH:19][CH:20]=1, predict the reaction product. The product is: [Br:1][C:2]1[CH:3]=[N:4][C:5]2[N:6]([N:8]=[C:9]([C:11]([N:24]3[CH2:23][CH:22]=[C:21]([C:17]4[CH:18]=[CH:19][CH:20]=[C:15]([Cl:14])[CH:16]=4)[CH2:26][CH2:25]3)=[O:13])[CH:10]=2)[CH:7]=1. (3) Given the reactants [Br:1][C:2]1[CH:3]=[CH:4][C:5]([N+:11]([O-])=O)=[C:6]([C:8](=O)[CH3:9])[CH:7]=1.[CH:14]1([NH2:17])[CH2:16][CH2:15]1, predict the reaction product. The product is: [Br:1][C:2]1[CH:3]=[CH:4][C:5]2[C:6](=[C:8]([CH3:9])[N:17]([CH:14]3[CH2:16][CH2:15]3)[N:11]=2)[CH:7]=1. (4) Given the reactants [CH2:1]1[C:7]([OH:12])([CH2:8][C:9]([OH:11])=[O:10])[C:5](=[O:6])[O:4][C:2]1=[O:3].[OH2:13], predict the reaction product. The product is: [C:2]([OH:13])(=[O:3])[CH2:1][C:7]([CH2:8][C:9]([OH:11])=[O:10])([C:5]([OH:4])=[O:6])[OH:12]. (5) Given the reactants [Cl:1][C:2]1[CH:11]=[C:10]([CH2:12]O)[C:9]2[C:4](=[C:5]([F:14])[CH:6]=[CH:7][CH:8]=2)[N:3]=1.CCN(S(F)(F)[F:21])CC, predict the reaction product. The product is: [Cl:1][C:2]1[CH:11]=[C:10]([CH2:12][F:21])[C:9]2[C:4](=[C:5]([F:14])[CH:6]=[CH:7][CH:8]=2)[N:3]=1. (6) The product is: [CH2:1]([O:3][C:4](=[O:25])[CH2:5][C:6]1[CH:11]=[C:10]([O:12][CH2:13][C:14]([F:17])([F:16])[F:15])[C:9]([C:31]2[CH:32]=[CH:33][C:28]([C:27]([F:38])([F:37])[F:26])=[CH:29][CH:30]=2)=[C:8]([O:19][CH2:20][C:21]([F:24])([F:23])[F:22])[CH:7]=1)[CH3:2]. Given the reactants [CH2:1]([O:3][C:4](=[O:25])[CH2:5][C:6]1[CH:11]=[C:10]([O:12][CH2:13][C:14]([F:17])([F:16])[F:15])[C:9](I)=[C:8]([O:19][CH2:20][C:21]([F:24])([F:23])[F:22])[CH:7]=1)[CH3:2].[F:26][C:27]([F:38])([F:37])[C:28]1[CH:33]=[CH:32][C:31](B(O)O)=[CH:30][CH:29]=1.[F-].[Cs+].O, predict the reaction product. (7) Given the reactants Cl.[Cl:2][NH:3][C:4](=[O:15])[C:5]1[C:10]([C:11]([F:14])([F:13])[F:12])=[CH:9][CH:8]=[N:7][CH:6]=1, predict the reaction product. The product is: [F:14][C:11]([F:12])([F:13])[C:10]1[C:5]([C:4]([NH:3][Cl:2])=[O:15])=[CH:6][N:7]=[CH:8][CH:9]=1.